From a dataset of NCI-60 drug combinations with 297,098 pairs across 59 cell lines. Regression. Given two drug SMILES strings and cell line genomic features, predict the synergy score measuring deviation from expected non-interaction effect. (1) Drug 1: CN(C)C(=N)N=C(N)N. Drug 2: COCCOC1=C(C=C2C(=C1)C(=NC=N2)NC3=CC=CC(=C3)C#C)OCCOC. Cell line: OVCAR3. Synergy scores: CSS=38.5, Synergy_ZIP=0.00128, Synergy_Bliss=-0.230, Synergy_Loewe=-50.2, Synergy_HSA=-1.27. (2) Drug 1: CC12CCC3C(C1CCC2O)C(CC4=C3C=CC(=C4)O)CCCCCCCCCS(=O)CCCC(C(F)(F)F)(F)F. Drug 2: CCCCCOC(=O)NC1=NC(=O)N(C=C1F)C2C(C(C(O2)C)O)O. Cell line: RPMI-8226. Synergy scores: CSS=7.12, Synergy_ZIP=1.41, Synergy_Bliss=0.452, Synergy_Loewe=-10.2, Synergy_HSA=-10.1. (3) Drug 1: C1=NC2=C(N1)C(=S)N=CN2. Drug 2: CCN(CC)CCCC(C)NC1=C2C=C(C=CC2=NC3=C1C=CC(=C3)Cl)OC. Cell line: RXF 393. Synergy scores: CSS=32.7, Synergy_ZIP=-10.1, Synergy_Bliss=-2.87, Synergy_Loewe=-10.00, Synergy_HSA=-2.30. (4) Drug 1: CC1=C2C(C(=O)C3(C(CC4C(C3C(C(C2(C)C)(CC1OC(=O)C(C(C5=CC=CC=C5)NC(=O)C6=CC=CC=C6)O)O)OC(=O)C7=CC=CC=C7)(CO4)OC(=O)C)O)C)OC(=O)C. Drug 2: C1C(C(OC1N2C=NC(=NC2=O)N)CO)O. Cell line: HCT116. Synergy scores: CSS=50.2, Synergy_ZIP=-2.25, Synergy_Bliss=-0.677, Synergy_Loewe=-15.4, Synergy_HSA=-3.31. (5) Drug 1: CN1CCC(CC1)COC2=C(C=C3C(=C2)N=CN=C3NC4=C(C=C(C=C4)Br)F)OC. Drug 2: CCN(CC)CCCC(C)NC1=C2C=C(C=CC2=NC3=C1C=CC(=C3)Cl)OC. Cell line: IGROV1. Synergy scores: CSS=62.7, Synergy_ZIP=3.02, Synergy_Bliss=6.82, Synergy_Loewe=-19.7, Synergy_HSA=6.06.